This data is from Reaction yield outcomes from USPTO patents with 853,638 reactions. The task is: Predict the reaction yield, written as a fraction of the theoretical maximum amount of product (1.0 means a 100% yield; for example, 0.34 means a 34% yield). (1) The reactants are [CH3:1][N:2]1[C@@H:19]2[CH2:20][C:7]3[CH:8]=[CH:9][C:10]([O:22][CH3:23])=[C:11]4[O:12][C@H:13]5[C:14]([CH2:16][CH2:17][C@:18]2([OH:21])[C@:5]5([C:6]=34)[CH2:4][CH2:3]1)=[O:15].[ClH:24].[H][H]. The catalyst is [Pd].O.C(O)C. The product is [CH3:1][N:2]1[C@@H:19]2[CH2:20][C:7]3[CH:8]=[CH:9][C:10]([O:22][CH3:23])=[C:11]4[O:12][C@H:13]5[C:14]([CH2:16][CH2:17][C@:18]2([OH:21])[C@:5]5([C:6]=34)[CH2:4][CH2:3]1)=[O:15].[ClH:24]. The yield is 0.796. (2) The reactants are [NH2:1][CH:2]([C:6]1[CH:11]=[CH:10][C:9]([O:12][CH3:13])=[C:8]([O:14][CH2:15][CH3:16])[CH:7]=1)[CH2:3][C:4]#[N:5].CCN(CC)CC.C[O:25][C:26](=O)[C:27]1[C:32]([NH:33][C:34]([CH:36]2[CH2:38][CH2:37]2)=[O:35])=[CH:31][CH:30]=[C:29]([Cl:39])[C:28]=1[CH2:40]Br. The catalyst is CN(C=O)C. The product is [Cl:39][C:29]1[CH:30]=[CH:31][C:32]([NH:33][C:34]([CH:36]2[CH2:37][CH2:38]2)=[O:35])=[C:27]2[C:28]=1[CH2:40][N:1]([CH:2]([C:6]1[CH:11]=[CH:10][C:9]([O:12][CH3:13])=[C:8]([O:14][CH2:15][CH3:16])[CH:7]=1)[CH2:3][C:4]#[N:5])[C:26]2=[O:25]. The yield is 0.800. (3) The reactants are [NH2:1][CH2:2][C@H:3]1[CH2:8][CH2:7][C@H:6]([CH2:9][NH:10][C:11]2[N:20]=[C:19]([N:21]([CH3:23])[CH3:22])[C:18]3[C:13](=[CH:14][CH:15]=[CH:16][CH:17]=3)[N:12]=2)[CH2:5][CH2:4]1.[Br:24][C:25]1[CH:32]=[CH:31][C:28]([CH:29]=O)=[C:27]([O:33][C:34]([F:37])([F:36])[F:35])[CH:26]=1.C(O)(=O)C.[BH-](OC(C)=O)(OC(C)=O)OC(C)=O.[Na+]. The catalyst is C(Cl)Cl. The product is [Br:24][C:25]1[CH:32]=[CH:31][C:28]([CH2:29][NH:1][CH2:2][C@H:3]2[CH2:8][CH2:7][C@H:6]([CH2:9][NH:10][C:11]3[N:20]=[C:19]([N:21]([CH3:23])[CH3:22])[C:18]4[C:13](=[CH:14][CH:15]=[CH:16][CH:17]=4)[N:12]=3)[CH2:5][CH2:4]2)=[C:27]([O:33][C:34]([F:35])([F:36])[F:37])[CH:26]=1. The yield is 0.890. (4) The reactants are Br[C:2]1[CH:11]=[CH:10][C:5]2[NH:6][C:7](=[O:9])[S:8][C:4]=2[CH:3]=1.[N+:12]([C:15]1[CH:16]=[C:17](B(O)O)[CH:18]=[CH:19][CH:20]=1)([O-:14])=[O:13].C(=O)([O-])[O-].[K+].[K+].C(O)C. The catalyst is C1(C)C=CC=CC=1.O.[Pd].C1(P(C2C=CC=CC=2)C2C=CC=CC=2)C=CC=CC=1.C1(P(C2C=CC=CC=2)C2C=CC=CC=2)C=CC=CC=1.C1(P(C2C=CC=CC=2)C2C=CC=CC=2)C=CC=CC=1.C1(P(C2C=CC=CC=2)C2C=CC=CC=2)C=CC=CC=1.C(OCC)(=O)C. The product is [N+:12]([C:15]1[CH:20]=[C:19]([C:2]2[CH:11]=[CH:10][C:5]3[NH:6][C:7](=[O:9])[S:8][C:4]=3[CH:3]=2)[CH:18]=[CH:17][CH:16]=1)([O-:14])=[O:13]. The yield is 0.0180. (5) The reactants are [CH3:1][C:2]1[CH:3]=[CH:4][CH:5]=[C:6]2[C:11]=1[N:10]=[CH:9][CH:8]=[C:7]2Cl.[N:13]1(C(OC(C)(C)C)=O)[CH2:18][CH2:17][NH:16][CH2:15][CH2:14]1. The catalyst is COCCCOCCCO. The product is [CH3:1][C:2]1[CH:3]=[CH:4][CH:5]=[C:6]2[C:11]=1[N:10]=[CH:9][CH:8]=[C:7]2[N:13]1[CH2:18][CH2:17][NH:16][CH2:15][CH2:14]1. The yield is 0.800. (6) The reactants are [NH2:1][C@H:2]([CH3:18])[CH2:3][N:4]1[CH:8]=[CH:7][C:6]([C:9]2[CH:16]=[CH:15][C:12]([C:13]#[N:14])=[C:11]([Cl:17])[CH:10]=2)=[N:5]1.[CH3:19][O:20][C:21]1[S:25][C:24]([C:26](O)=[O:27])=[N:23][CH:22]=1. No catalyst specified. The product is [Cl:17][C:11]1[CH:10]=[C:9]([C:6]2[CH:7]=[CH:8][N:4]([CH2:3][C@H:2]([NH:1][C:26]([C:24]3[S:25][C:21]([O:20][CH3:19])=[CH:22][N:23]=3)=[O:27])[CH3:18])[N:5]=2)[CH:16]=[CH:15][C:12]=1[C:13]#[N:14]. The yield is 0.0900. (7) The reactants are I[C:2]1[CH:7]=[CH:6][N:5]=[C:4]([O:8][C:9]2[CH:14]=[CH:13][C:12]([CH2:15][CH2:16][NH:17][C:18]3[C:27]4[C:22](=[N:23][CH:24]=[CH:25][N:26]=4)[N:21]=[CH:20][N:19]=3)=[CH:11][CH:10]=2)[CH:3]=1.[F:28][C:29]([F:33])([F:32])[CH2:30][OH:31].C([O-])([O-])=O.[Cs+].[Cs+].N1C2C(=CC=C3C=2N=CC=C3)C=CC=1. The catalyst is C(Cl)Cl.[Cu]I. The product is [N:21]1[C:22]2[C:27](=[N:26][CH:25]=[CH:24][N:23]=2)[C:18]([NH:17][CH2:16][CH2:15][C:12]2[CH:13]=[CH:14][C:9]([O:8][C:4]3[CH:3]=[C:2]([O:31][CH2:30][C:29]([F:33])([F:32])[F:28])[CH:7]=[CH:6][N:5]=3)=[CH:10][CH:11]=2)=[N:19][CH:20]=1. The yield is 0.260.